This data is from Reaction yield outcomes from USPTO patents with 853,638 reactions. The task is: Predict the reaction yield, written as a fraction of the theoretical maximum amount of product (1.0 means a 100% yield; for example, 0.34 means a 34% yield). (1) The reactants are [F:1][C:2]1[CH:3]=[CH:4][C:5]([NH:8][NH:9][C:10]([N:12]2[CH2:19][CH2:18][CH2:17][CH2:16][C:13]32[CH2:15][CH2:14]3)=O)=[N:6][CH:7]=1.C1(P(C2C=CC=CC=2)C2C=CC=CC=2)C=CC=CC=1.C(N(CC)CC)C.ClC(Cl)(Cl)C(Cl)(Cl)Cl. The catalyst is O1CCOCC1. The product is [CH2:15]1[C:13]2([CH2:16][CH2:17][CH2:18][CH2:19][N:12]2[C:10]2[N:6]3[CH:7]=[C:2]([F:1])[CH:3]=[CH:4][C:5]3=[N:8][N:9]=2)[CH2:14]1. The yield is 0.820. (2) The reactants are [F:1][C:2]1[CH:11]=[CH:10][C:9]([NH2:12])=[C:8]2[C:3]=1[CH2:4][CH2:5][CH:6]([CH3:13])[NH:7]2.FC1C=CC(N)=C2C=1C=CC(C)=N2.[C:27]([O:31][C:32]([NH:34][C@@H:35]([CH3:39])[C:36](O)=[O:37])=[O:33])([CH3:30])([CH3:29])[CH3:28].C1C=NC2N(O)N=NC=2C=1.CCN=C=NCCCN(C)C.Cl. The catalyst is C(Cl)Cl. The product is [C:27]([O:31][C:32](=[O:33])[NH:34][C@H:35]([C:36](=[O:37])[NH:12][C:9]1[CH:10]=[CH:11][C:2]([F:1])=[C:3]2[C:8]=1[NH:7][CH:6]([CH3:13])[CH2:5][CH2:4]2)[CH3:39])([CH3:28])([CH3:29])[CH3:30]. The yield is 0.490. (3) The catalyst is O1CCCC1. The reactants are [CH2:1]([CH:8]1[C:16]2[C:11](=[CH:12][CH:13]=[CH:14][CH:15]=2)[CH:10]=[CH:9]1)[C:2]1[CH:7]=[CH:6][CH:5]=[CH:4][CH:3]=1.[OH-].[K+].[CH3:19][C:20]([CH3:22])=O.P(=O)(O)(O)O. The yield is 0.570. The product is [CH2:1]([C:8]1[C:16]2[C:11](=[CH:12][CH:13]=[CH:14][CH:15]=2)[C:10](=[C:20]([CH3:22])[CH3:19])[CH:9]=1)[C:2]1[CH:7]=[CH:6][CH:5]=[CH:4][CH:3]=1. (4) The reactants are [Na].Cl.[C:3]([O:6][CH2:7][C:8]([CH:10]1[C:21](=[O:22])[C:14]2[CH:15]=[C:16]([Cl:20])[CH:17]=[CH:18][CH2:19][C:13]=2[CH2:12][CH2:11]1)=[O:9])(=O)[CH3:4].C([OH:25])C. No catalyst specified. The product is [Cl:20][C:16]1[CH:17]=[CH:18][CH2:19][C:13]2[CH2:12][CH2:11][CH:10]([C:8](=[O:9])[C:7]([O:6][CH2:3][CH3:4])=[O:25])[C:21](=[O:22])[C:14]=2[CH:15]=1. The yield is 0.970. (5) The reactants are N#N.[CH3:3][O:4][C:5](=[O:13])[C:6]1[CH:11]=[CH:10][CH:9]=[CH:8][C:7]=1Br.[CH3:14][O:15][C:16]1[CH:17]=[C:18](B(O)O)[CH:19]=[C:20]([O:24][CH3:25])[C:21]=1[O:22][CH3:23]. The catalyst is C1(C)C=CC=CC=1.O.C1C=CC([P]([Pd]([P](C2C=CC=CC=2)(C2C=CC=CC=2)C2C=CC=CC=2)([P](C2C=CC=CC=2)(C2C=CC=CC=2)C2C=CC=CC=2)[P](C2C=CC=CC=2)(C2C=CC=CC=2)C2C=CC=CC=2)(C2C=CC=CC=2)C2C=CC=CC=2)=CC=1. The product is [CH3:3][O:4][C:5]([C:6]1[C:7]([C:18]2[CH:19]=[C:20]([O:24][CH3:25])[C:21]([O:22][CH3:23])=[C:16]([O:15][CH3:14])[CH:17]=2)=[CH:8][CH:9]=[CH:10][CH:11]=1)=[O:13]. The yield is 0.990. (6) The reactants are [NH2:1][C:2]1[CH:7]=[CH:6][CH:5]=[CH:4][C:3]=1[OH:8].[Si:9](Cl)([C:12]([CH3:15])([CH3:14])[CH3:13])([CH3:11])[CH3:10].CCN(CC)CC. The catalyst is C(Cl)Cl. The product is [C:12]([Si:9]([CH3:11])([CH3:10])[O:8][C:3]1[CH:4]=[CH:5][CH:6]=[CH:7][C:2]=1[NH2:1])([CH3:15])([CH3:14])[CH3:13]. The yield is 0.910. (7) The catalyst is COCCOC.C1C=CC(P(C2C=CC=CC=2)[C-]2C=CC=C2)=CC=1.C1C=CC(P(C2C=CC=CC=2)[C-]2C=CC=C2)=CC=1.Cl[Pd]Cl.[Fe+2].C(Cl)Cl. The product is [Cl:26][C:27]1[C:28]([C:7]2[CH:12]=[CH:11][C:10]([F:13])=[C:9]([NH:14][CH2:15][C:16]3([C:22]#[N:23])[CH2:17][CH2:18][O:19][CH2:20][CH2:21]3)[N:8]=2)=[CH:29][C:30]([F:33])=[N:31][CH:32]=1. The reactants are FC(F)(F)S(O[C:7]1[CH:12]=[CH:11][C:10]([F:13])=[C:9]([NH:14][CH2:15][C:16]2([C:22]#[N:23])[CH2:21][CH2:20][O:19][CH2:18][CH2:17]2)[N:8]=1)(=O)=O.[Cl:26][C:27]1[C:28](B(O)O)=[CH:29][C:30]([F:33])=[N:31][CH:32]=1.C(=O)([O-])[O-].[Na+].[Na+]. The yield is 0.790.